Dataset: Full USPTO retrosynthesis dataset with 1.9M reactions from patents (1976-2016). Task: Predict the reactants needed to synthesize the given product. Given the product [CH3:1][O:2][C:3]1[CH:4]=[C:5]([C:19](=[N:33][OH:34])[CH3:20])[CH:6]=[CH:7][C:8]=1[O:9][CH2:10][C:11]1[CH:12]=[N:13][C:14]([O:17][CH3:18])=[CH:15][CH:16]=1, predict the reactants needed to synthesize it. The reactants are: [CH3:1][O:2][C:3]1[CH:4]=[C:5]([C:19](=O)[CH3:20])[CH:6]=[CH:7][C:8]=1[O:9][CH2:10][C:11]1[CH:12]=[N:13][C:14]([O:17][CH3:18])=[CH:15][CH:16]=1.C(=O)([O-])[O-].[K+].[K+].S(O)(O)(=O)=O.[NH2:33][OH:34].